From a dataset of Forward reaction prediction with 1.9M reactions from USPTO patents (1976-2016). Predict the product of the given reaction. (1) Given the reactants [H-].[Na+].[C:3]1([OH:9])[CH:8]=[CH:7][CH:6]=[CH:5][CH:4]=1.Br[C:11]1[N:18]=[C:17]([NH2:19])[CH:16]=[C:15]([NH2:20])[C:12]=1[C:13]#[N:14], predict the reaction product. The product is: [NH2:20][C:15]1[C:12]([C:13]#[N:14])=[C:11]([O:9][C:3]2[CH:8]=[CH:7][CH:6]=[CH:5][CH:4]=2)[N:18]=[C:17]([NH2:19])[CH:16]=1. (2) Given the reactants BrC1C=C(C([N:16]2C[CH2:20][NH:19][C:18](=[O:22])[CH2:17]2)=O)OC=1C1C=CC=C(Cl)C=1.[Br:23][C:24]1[O:28][C:27]([C:29]([OH:31])=O)=[CH:26][C:25]=1[C:32]1[CH:37]=[CH:36][CH:35]=[C:34]([Cl:38])[CH:33]=1.C(N(CC)C(C)C)(C)C, predict the reaction product. The product is: [Br:23][C:24]1[O:28][C:27]([C:29]([N:16]2[CH2:17][C:18](=[O:22])[NH:19][CH2:20]2)=[O:31])=[CH:26][C:25]=1[C:32]1[CH:37]=[CH:36][CH:35]=[C:34]([Cl:38])[CH:33]=1. (3) Given the reactants [CH2:1]([N:8]1[C:19](=[O:20])[C:18]2[CH:21]=[CH:22][CH:23]=[CH:24][C:17]=2[O:16][C:10]2([CH2:15][CH2:14][NH:13][CH2:12][CH2:11]2)[CH2:9]1)[C:2]1[CH:7]=[CH:6][CH:5]=[CH:4][CH:3]=1.[C:25]1([CH2:31][CH2:32][CH:33]=O)[CH:30]=[CH:29][CH:28]=[CH:27][CH:26]=1, predict the reaction product. The product is: [CH2:1]([N:8]1[C:19](=[O:20])[C:18]2[CH:21]=[CH:22][CH:23]=[CH:24][C:17]=2[O:16][C:10]2([CH2:11][CH2:12][N:13]([CH2:33][CH2:32][CH2:31][C:25]3[CH:30]=[CH:29][CH:28]=[CH:27][CH:26]=3)[CH2:14][CH2:15]2)[CH2:9]1)[C:2]1[CH:3]=[CH:4][CH:5]=[CH:6][CH:7]=1.